From a dataset of Forward reaction prediction with 1.9M reactions from USPTO patents (1976-2016). Predict the product of the given reaction. (1) Given the reactants C([O:3][C:4]([CH:6]1[CH2:13][CH:12]2[N:14]([C:15]([C:17]3[CH:37]=[C:20]4[CH2:21][N:22]([C:25]([O:27][CH2:28][C:29]5[CH:34]=[C:33]([Cl:35])[CH:32]=[C:31]([Cl:36])[CH:30]=5)=[O:26])[CH2:23][CH2:24][N:19]4[N:18]=3)=[O:16])[CH:8]([CH2:9][CH2:10][CH2:11]2)[CH2:7]1)=[O:5])C.O.[OH-].[Li+].Cl, predict the reaction product. The product is: [Cl:35][C:33]1[CH:34]=[C:29]([CH:30]=[C:31]([Cl:36])[CH:32]=1)[CH2:28][O:27][C:25]([N:22]1[CH2:23][CH2:24][N:19]2[N:18]=[C:17]([C:15]([N:14]3[CH:8]4[CH2:9][CH2:10][CH2:11][CH:12]3[CH2:13][CH:6]([C:4]([OH:5])=[O:3])[CH2:7]4)=[O:16])[CH:37]=[C:20]2[CH2:21]1)=[O:26]. (2) Given the reactants [NH2:1][C@H:2]1[CH2:7][CH2:6][C@H:5]([CH2:8][C:9]([NH:11][C@H:12]2[CH2:17][C:16]3[CH:18]=[CH:19][CH:20]=[C:21]([C:22]([OH:24])=[O:23])[C:15]=3[O:14][B:13]2[OH:25])=[O:10])[CH2:4][CH2:3]1.Br[CH2:27][C:28]([O:30]CC)=[O:29].[OH-].[Na+], predict the reaction product. The product is: [C:28]([CH2:27][NH:1][C@H:2]1[CH2:7][CH2:6][C@H:5]([CH2:8][C:9]([NH:11][C@H:12]2[CH2:17][C:16]3[CH:18]=[CH:19][CH:20]=[C:21]([C:22]([OH:24])=[O:23])[C:15]=3[O:14][B:13]2[OH:25])=[O:10])[CH2:4][CH2:3]1)([OH:30])=[O:29]. (3) Given the reactants [F:1][C:2]([F:14])([F:13])[O:3][C:4]1[CH:5]=[C:6]([CH:10]=[CH:11][CH:12]=1)[C:7](Cl)=[O:8].[CH3:15][O:16][C:17]1[CH:18]=[C:19]2[C:24](=[CH:25][C:26]=1[O:27][CH3:28])[N:23]=[CH:22][N:21]=[C:20]2[NH:29][C:30]1[S:31][C:32]2[CH:38]=[C:37]([NH2:39])[CH:36]=[CH:35][C:33]=2[N:34]=1, predict the reaction product. The product is: [CH3:15][O:16][C:17]1[CH:18]=[C:19]2[C:24](=[CH:25][C:26]=1[O:27][CH3:28])[N:23]=[CH:22][N:21]=[C:20]2[NH:29][C:30]1[S:31][C:32]2[CH:38]=[C:37]([NH:39][C:7](=[O:8])[C:6]3[CH:10]=[CH:11][CH:12]=[C:4]([O:3][C:2]([F:14])([F:13])[F:1])[CH:5]=3)[CH:36]=[CH:35][C:33]=2[N:34]=1. (4) Given the reactants [NH2:1][CH2:2][CH:3]1[CH2:8][CH2:7][O:6][CH2:5][CH2:4]1.C[Al](C)C.[Cl:13][C:14]1[CH:19]=[C:18]([Cl:20])[CH:17]=[CH:16][C:15]=1[NH:21][C:22]1[N:27]=[CH:26][C:25]2[C:28](=[O:33])[O:29][C:30]([CH3:32])([CH3:31])[C:24]=2[CH:23]=1, predict the reaction product. The product is: [Cl:13][C:14]1[CH:19]=[C:18]([Cl:20])[CH:17]=[CH:16][C:15]=1[NH:21][C:22]1[CH:23]=[C:24]([C:30]([CH3:32])([OH:29])[CH3:31])[C:25]([C:28]([NH:1][CH2:2][CH:3]2[CH2:8][CH2:7][O:6][CH2:5][CH2:4]2)=[O:33])=[CH:26][N:27]=1.